Dataset: Reaction yield outcomes from USPTO patents with 853,638 reactions. Task: Predict the reaction yield, written as a fraction of the theoretical maximum amount of product (1.0 means a 100% yield; for example, 0.34 means a 34% yield). (1) The reactants are [NH2:1][C@@H:2]([CH2:5][CH:6]([CH3:8])[CH3:7])[CH2:3][OH:4].[O:9](C(OC(C)(C)C)=O)[C:10]([O:12][C:13]([CH3:16])([CH3:15])[CH3:14])=O. The catalyst is O1CCCC1. The product is [OH:4][CH2:3][C@@H:2]([NH:1][C:10](=[O:9])[O:12][C:13]([CH3:16])([CH3:15])[CH3:14])[CH2:5][CH:6]([CH3:8])[CH3:7]. The yield is 0.680. (2) The reactants are [OH-].[K+].[OH:3][C:4]1[CH:19]=[CH:18][C:7]([C:8]([NH:10][CH:11]([CH2:15][CH2:16][CH3:17])[CH2:12][CH2:13][CH3:14])=[O:9])=[CH:6][C:5]=1[CH3:20].Cl[CH:22]([OH:24])[CH3:23].[CH2:25](O)C. No catalyst specified. The product is [CH3:17][CH2:16][CH2:15][CH:11]([NH:10][C:8](=[O:9])[C:7]1[CH:18]=[CH:19][C:4]([O:3][CH2:23][CH2:22][O:24][CH3:25])=[C:5]([CH3:20])[CH:6]=1)[CH2:12][CH2:13][CH3:14]. The yield is 0.390. (3) The reactants are [CH3:1][C:2]1[N:7]=[C:6]([C:8]2[CH:13]=[CH:12][CH:11]=[C:10]([C:14]3[CH:15]=[C:16]([S:20](Cl)(=[O:22])=[O:21])[CH:17]=[CH:18][CH:19]=3)[N:9]=2)[CH:5]=[C:4]([C:24]2[CH:29]=[CH:28][C:27]([C:30]([F:33])([F:32])[F:31])=[CH:26][CH:25]=2)[CH:3]=1.[CH3:34][O:35][CH2:36][CH2:37][O:38][CH2:39][CH2:40][NH2:41]. The catalyst is C1COCC1.CCOC(C)=O. The product is [CH3:34][O:35][CH2:36][CH2:37][O:38][CH2:39][CH2:40][NH:41][S:20]([C:16]1[CH:17]=[CH:18][CH:19]=[C:14]([C:10]2[N:9]=[C:8]([C:6]3[CH:5]=[C:4]([C:24]4[CH:29]=[CH:28][C:27]([C:30]([F:32])([F:33])[F:31])=[CH:26][CH:25]=4)[CH:3]=[C:2]([CH3:1])[N:7]=3)[CH:13]=[CH:12][CH:11]=2)[CH:15]=1)(=[O:21])=[O:22]. The yield is 0.680.